From a dataset of Reaction yield outcomes from USPTO patents with 853,638 reactions. Predict the reaction yield, written as a fraction of the theoretical maximum amount of product (1.0 means a 100% yield; for example, 0.34 means a 34% yield). (1) The reactants are [CH3:1][N:2]([CH3:16])[S:3]([C:6]1[CH:7]=[C:8]([CH:11]=[CH:12][C:13]=1[O:14][CH3:15])[CH:9]=[O:10])(=[O:5])=[O:4].[BH4-].[Na+]. The catalyst is C1COCC1. The product is [CH3:1][N:2]([CH3:16])[S:3]([C:6]1[CH:7]=[C:8]([CH:11]=[CH:12][C:13]=1[O:14][CH3:15])[CH2:9][OH:10])(=[O:4])=[O:5]. The yield is 0.590. (2) The reactants are [C:1]([O:5][C:6](=[O:29])[C:7]([O:10]/[N:11]=[C:12](/[C:16]1[N:17]=[C:18]([NH:21][C:22]([O:24][C:25]([CH3:28])([CH3:27])[CH3:26])=[O:23])[S:19][CH:20]=1)\[C:13]([OH:15])=O)([CH3:9])[CH3:8])([CH3:4])([CH3:3])[CH3:2].CCN(C(C)C)C(C)C.CN(C(ON1N=NC2C=CC=NC1=2)=[N+](C)C)C.F[P-](F)(F)(F)(F)F.[C:63]([O:67][C:68](=[O:83])[NH:69][CH2:70][C:71]1[N:72]=[N:73][N:74]([CH2:76][C@@H:77]2[C@H:80]([NH2:81])[C:79](=[O:82])[NH:78]2)[N:75]=1)([CH3:66])([CH3:65])[CH3:64]. The catalyst is C(Cl)Cl.CN(C=O)C. The product is [C:63]([O:67][C:68]([NH:69][CH2:70][C:71]1[N:72]=[N:73][N:74]([CH2:76][C@@H:77]2[C@H:80]([NH:81][C:13](=[O:15])/[C:12](=[N:11]\[O:10][C:7]([CH3:8])([CH3:9])[C:6]([O:5][C:1]([CH3:4])([CH3:3])[CH3:2])=[O:29])/[C:16]3[N:17]=[C:18]([NH:21][C:22]([O:24][C:25]([CH3:26])([CH3:27])[CH3:28])=[O:23])[S:19][CH:20]=3)[C:79](=[O:82])[NH:78]2)[N:75]=1)=[O:83])([CH3:66])([CH3:64])[CH3:65]. The yield is 0.700.